Dataset: NCI-60 drug combinations with 297,098 pairs across 59 cell lines. Task: Regression. Given two drug SMILES strings and cell line genomic features, predict the synergy score measuring deviation from expected non-interaction effect. (1) Drug 1: C1=CN(C=N1)CC(O)(P(=O)(O)O)P(=O)(O)O. Drug 2: CC(C)NC(=O)C1=CC=C(C=C1)CNNC.Cl. Cell line: MDA-MB-231. Synergy scores: CSS=4.95, Synergy_ZIP=-1.35, Synergy_Bliss=-1.19, Synergy_Loewe=3.65, Synergy_HSA=0.958. (2) Drug 1: CC1=C(C(CCC1)(C)C)C=CC(=CC=CC(=CC(=O)O)C)C. Drug 2: CC1=C2C(C(=O)C3(C(CC4C(C3C(C(C2(C)C)(CC1OC(=O)C(C(C5=CC=CC=C5)NC(=O)OC(C)(C)C)O)O)OC(=O)C6=CC=CC=C6)(CO4)OC(=O)C)O)C)O. Cell line: SR. Synergy scores: CSS=41.5, Synergy_ZIP=20.3, Synergy_Bliss=14.6, Synergy_Loewe=14.7, Synergy_HSA=13.7. (3) Drug 1: C1=CC(=CC=C1CCCC(=O)O)N(CCCl)CCCl. Drug 2: CC(C1=C(C=CC(=C1Cl)F)Cl)OC2=C(N=CC(=C2)C3=CN(N=C3)C4CCNCC4)N. Cell line: OVCAR-8. Synergy scores: CSS=13.5, Synergy_ZIP=-8.84, Synergy_Bliss=-2.89, Synergy_Loewe=-3.75, Synergy_HSA=-3.07. (4) Drug 1: CC1=C(C=C(C=C1)NC2=NC=CC(=N2)N(C)C3=CC4=NN(C(=C4C=C3)C)C)S(=O)(=O)N.Cl. Drug 2: B(C(CC(C)C)NC(=O)C(CC1=CC=CC=C1)NC(=O)C2=NC=CN=C2)(O)O. Cell line: UO-31. Synergy scores: CSS=4.75, Synergy_ZIP=-3.17, Synergy_Bliss=-1.36, Synergy_Loewe=-1.08, Synergy_HSA=1.16. (5) Drug 1: CCN(CC)CCNC(=O)C1=C(NC(=C1C)C=C2C3=C(C=CC(=C3)F)NC2=O)C. Cell line: U251. Synergy scores: CSS=36.4, Synergy_ZIP=-8.84, Synergy_Bliss=-7.61, Synergy_Loewe=-8.03, Synergy_HSA=-3.74. Drug 2: CCN(CC)CCCC(C)NC1=C2C=C(C=CC2=NC3=C1C=CC(=C3)Cl)OC. (6) Drug 1: CNC(=O)C1=NC=CC(=C1)OC2=CC=C(C=C2)NC(=O)NC3=CC(=C(C=C3)Cl)C(F)(F)F. Drug 2: CC(C)NC(=O)C1=CC=C(C=C1)CNNC.Cl. Cell line: COLO 205. Synergy scores: CSS=1.35, Synergy_ZIP=2.40, Synergy_Bliss=2.61, Synergy_Loewe=0.326, Synergy_HSA=-3.74. (7) Drug 1: CCN(CC)CCNC(=O)C1=C(NC(=C1C)C=C2C3=C(C=CC(=C3)F)NC2=O)C. Drug 2: CC1C(C(CC(O1)OC2CC(CC3=C2C(=C4C(=C3O)C(=O)C5=C(C4=O)C(=CC=C5)OC)O)(C(=O)CO)O)N)O.Cl. Cell line: NCI-H226. Synergy scores: CSS=25.8, Synergy_ZIP=0.925, Synergy_Bliss=2.33, Synergy_Loewe=-15.6, Synergy_HSA=0.284. (8) Drug 1: CN(C(=O)NC(C=O)C(C(C(CO)O)O)O)N=O. Drug 2: N.N.Cl[Pt+2]Cl. Cell line: HCT116. Synergy scores: CSS=35.3, Synergy_ZIP=4.59, Synergy_Bliss=6.33, Synergy_Loewe=-23.2, Synergy_HSA=7.96. (9) Drug 1: CCC(=C(C1=CC=CC=C1)C2=CC=C(C=C2)OCCN(C)C)C3=CC=CC=C3.C(C(=O)O)C(CC(=O)O)(C(=O)O)O. Drug 2: CCN(CC)CCCC(C)NC1=C2C=C(C=CC2=NC3=C1C=CC(=C3)Cl)OC. Cell line: UACC62. Synergy scores: CSS=4.16, Synergy_ZIP=-0.806, Synergy_Bliss=1.50, Synergy_Loewe=-0.204, Synergy_HSA=0.715. (10) Drug 1: C1=CC(=CC=C1C#N)C(C2=CC=C(C=C2)C#N)N3C=NC=N3. Drug 2: CNC(=O)C1=NC=CC(=C1)OC2=CC=C(C=C2)NC(=O)NC3=CC(=C(C=C3)Cl)C(F)(F)F. Cell line: UO-31. Synergy scores: CSS=-1.35, Synergy_ZIP=0.0372, Synergy_Bliss=-0.624, Synergy_Loewe=-1.55, Synergy_HSA=-1.55.